This data is from CYP2D6 inhibition data for predicting drug metabolism from PubChem BioAssay. The task is: Regression/Classification. Given a drug SMILES string, predict its absorption, distribution, metabolism, or excretion properties. Task type varies by dataset: regression for continuous measurements (e.g., permeability, clearance, half-life) or binary classification for categorical outcomes (e.g., BBB penetration, CYP inhibition). Dataset: cyp2d6_veith. The drug is CN1CCN(CCc2ccc(Cl)c(Cl)c2)CC1. The result is 1 (inhibitor).